Task: Regression. Given a peptide amino acid sequence and an MHC pseudo amino acid sequence, predict their binding affinity value. This is MHC class I binding data.. Dataset: Peptide-MHC class I binding affinity with 185,985 pairs from IEDB/IMGT (1) The peptide sequence is GLTPEQKAY. The MHC is HLA-A33:01 with pseudo-sequence HLA-A33:01. The binding affinity (normalized) is 0. (2) The peptide sequence is TIAGVAGLI. The MHC is HLA-A02:01 with pseudo-sequence HLA-A02:01. The binding affinity (normalized) is 0.195. (3) The peptide sequence is LQQNNSFII. The MHC is HLA-A02:06 with pseudo-sequence HLA-A02:06. The binding affinity (normalized) is 0.441.